This data is from Forward reaction prediction with 1.9M reactions from USPTO patents (1976-2016). The task is: Predict the product of the given reaction. (1) Given the reactants [Cl:1][C:2]1[C:7]([NH2:8])=[CH:6][N:5]=[C:4]2[NH:9][CH:10]=[CH:11][C:3]=12.Cl[C:13]1[C:18]([C:19]#[N:20])=[CH:17][N:16]=[C:15]2[S:21][C:22]([C:24]3[CH:29]=[CH:28][CH:27]=[C:26]([CH2:30][N:31]([CH3:33])[CH3:32])[CH:25]=3)=[CH:23][C:14]=12.P([O-])([O-])([O-])=O.[K+].[K+].[K+].C1(P(C2CCCCC2)C2C=CC=CC=2C2C(N(C)C)=CC=CC=2)CCCCC1, predict the reaction product. The product is: [Cl:1][C:2]1[C:7]([NH:8][C:13]2[C:18]([C:19]#[N:20])=[CH:17][N:16]=[C:15]3[S:21][C:22]([C:24]4[CH:29]=[CH:28][CH:27]=[C:26]([CH2:30][N:31]([CH3:33])[CH3:32])[CH:25]=4)=[CH:23][C:14]=23)=[CH:6][N:5]=[C:4]2[NH:9][CH:10]=[CH:11][C:3]=12. (2) Given the reactants [F:1][C:2]1[CH:3]=[C:4]([CH:8]=[CH:9][CH:10]=[CH:11][C:12]([O:14][CH2:15][CH3:16])=[O:13])[CH:5]=[CH:6][CH:7]=1.[H][H], predict the reaction product. The product is: [F:1][C:2]1[CH:3]=[C:4]([CH2:8][CH2:9][CH2:10][CH2:11][C:12]([O:14][CH2:15][CH3:16])=[O:13])[CH:5]=[CH:6][CH:7]=1. (3) The product is: [C:34]1([C:44]2[CH:49]=[CH:48][CH:47]=[CH:46][CH:45]=2)[CH:39]=[CH:38][C:37]([S:40]([N:8]2[CH2:12][CH2:11][S:10][CH:9]2[C:13]([NH:58][CH2:57][C:54]2[CH:55]=[CH:56][C:51]([F:50])=[CH:52][CH:53]=2)=[O:15])(=[O:42])=[O:41])=[CH:36][CH:35]=1. Given the reactants C(OC([N:8]1[CH2:12][CH2:11][S:10][CH:9]1[C:13]([OH:15])=O)=O)(C)(C)C.C1C=CC(/C(/C2C=CC([N+]([O-])=O)=CC=2)=N/O)=CC=1.[C:34]1([C:44]2[CH:49]=[CH:48][CH:47]=[CH:46][CH:45]=2)[CH:39]=[CH:38][C:37]([S:40](Cl)(=[O:42])=[O:41])=[CH:36][CH:35]=1.[F:50][C:51]1[CH:56]=[CH:55][C:54]([CH2:57][NH2:58])=[CH:53][CH:52]=1, predict the reaction product. (4) The product is: [OH-:5].[NH4+:8].[CH3:59][O:60][C:61]1[CH:62]=[C:63]([C:69]2[C@@H:78]3[C@@H:73]([CH2:74][CH2:75][CH2:76][CH2:77]3)[C:72](=[O:79])[N:71]([CH:80]3[CH2:81][CH2:82][N:83]([C:16](=[O:18])[C@H:9]([NH:8][C:6](=[O:7])[O:5][C:1]([CH3:2])([CH3:3])[CH3:4])[CH2:10][C:11]4[N:15]=[CH:14][NH:13][CH:12]=4)[CH2:84][CH2:85]3)[N:70]=2)[CH:64]=[CH:65][C:66]=1[O:67][CH3:68]. Given the reactants [C:1]([O:5][C:6]([NH:8][C@@H:9]([C:16]([OH:18])=O)[CH2:10][C:11]1[N:15]=[CH:14][NH:13][CH:12]=1)=[O:7])([CH3:4])([CH3:3])[CH3:2].CN(C(ON1N=NC2C=CC=CC1=2)=[N+](C)C)C.[B-](F)(F)(F)F.C1C=CC2N(O)N=NC=2C=1.CN1CCOCC1.Cl.[CH3:59][O:60][C:61]1[CH:62]=[C:63]([C:69]2[C@@H:78]3[C@@H:73]([CH2:74][CH2:75][CH2:76][CH2:77]3)[C:72](=[O:79])[N:71]([CH:80]3[CH2:85][CH2:84][NH:83][CH2:82][CH2:81]3)[N:70]=2)[CH:64]=[CH:65][C:66]=1[O:67][CH3:68], predict the reaction product. (5) Given the reactants C(O)C.C(O)(=O)C.[Cl:8][C:9]1[CH:26]=[C:25]([N:27]2[CH2:32][CH2:31][N:30]([C:33]3[CH:38]=[C:37]([CH3:39])[CH:36]=[CH:35][C:34]=3[CH3:40])[CH2:29][CH2:28]2)[C:24]([N+:41]([O-])=O)=[CH:23][C:10]=1[C:11]([NH:13][CH2:14][CH2:15][CH2:16][N:17]1[CH2:21][CH2:20][CH2:19][C:18]1=[O:22])=[O:12], predict the reaction product. The product is: [NH2:41][C:24]1[C:25]([N:27]2[CH2:28][CH2:29][N:30]([C:33]3[CH:38]=[C:37]([CH3:39])[CH:36]=[CH:35][C:34]=3[CH3:40])[CH2:31][CH2:32]2)=[CH:26][C:9]([Cl:8])=[C:10]([CH:23]=1)[C:11]([NH:13][CH2:14][CH2:15][CH2:16][N:17]1[CH2:21][CH2:20][CH2:19][C:18]1=[O:22])=[O:12]. (6) Given the reactants [C:1]([O:5][CH3:6])(=[O:4])[CH:2]=[CH2:3].[CH3:7][N:8]1[CH2:13][CH2:12][NH:11][CH2:10][CH2:9]1, predict the reaction product. The product is: [CH3:7][N:8]1[CH2:13][CH2:12][N:11]([CH2:3][CH2:2][C:1]([O:5][CH3:6])=[O:4])[CH2:10][CH2:9]1. (7) Given the reactants [NH2:1][C:2]1[C:3]([CH3:29])=[C:4]([C:8]2[C:20]3[C:19]4[CH:18]=[CH:17][C:16]([O:21][CH2:22][CH2:23][O:24][CH3:25])=[CH:15][C:14]=4[NH:13][C:12]=3[C:11]([C:26]([NH2:28])=[O:27])=[N:10][N:9]=2)[CH:5]=[CH:6][CH:7]=1.COC(OC)OC.[NH:37]1[C:42]2[CH:43]=[CH:44][CH:45]=[CH:46][C:41]=2[C:40](=O)[O:39][C:38]1=O.O.O.O.O.O.O.[N+]([O-])([O-])=O.[La+3].[N+]([O-])([O-])=O.[N+]([O-])([O-])=O, predict the reaction product. The product is: [CH3:25][O:24][CH2:23][CH2:22][O:21][C:16]1[CH:17]=[CH:18][C:19]2[C:20]3[C:8]([C:4]4[CH:5]=[CH:6][CH:7]=[C:2]([N:1]5[C:40](=[O:39])[C:41]6[C:42](=[CH:43][CH:44]=[CH:45][CH:46]=6)[N:37]=[CH:38]5)[C:3]=4[CH3:29])=[N:9][N:10]=[C:11]([C:26]([NH2:28])=[O:27])[C:12]=3[NH:13][C:14]=2[CH:15]=1.